From a dataset of Forward reaction prediction with 1.9M reactions from USPTO patents (1976-2016). Predict the product of the given reaction. (1) Given the reactants [C:1]([O:5][C:6]([NH:8][C@H:9]([CH2:13][CH:14]1[CH2:19][CH2:18][CH2:17][CH2:16][CH2:15]1)[C:10](O)=[O:11])=[O:7])([CH3:4])([CH3:3])[CH3:2].[H-].COCCO[Al+]OCCOC.[Na+].[H-].[C@H](O)(C([O-])=O)[C@@H](O)C([O-])=O.[Na+].[K+], predict the reaction product. The product is: [CH:14]1([CH2:13][C@@H:9]([NH:8][C:6](=[O:7])[O:5][C:1]([CH3:3])([CH3:2])[CH3:4])[CH2:10][OH:11])[CH2:15][CH2:16][CH2:17][CH2:18][CH2:19]1. (2) Given the reactants [CH3:1][C:2]1([CH3:10])[C@@H:8]2[CH2:9][C@H:3]1[CH2:4][CH2:5][C:6]2=[CH2:7].C([OH:13])C.[OH-].[Na+].OO, predict the reaction product. The product is: [CH3:1][C:2]1([CH3:10])[CH:8]2[CH2:9][CH:3]1[CH2:4][CH2:5][CH:6]2[CH2:7][OH:13]. (3) The product is: [C:18]([O:17][C:15]([NH:14][C:11]([CH3:13])([CH3:12])[C@H:10]([NH:22][C:41]([C:36]1[CH:35]=[CH:34][C:33]2[C:38](=[CH:39][CH:40]=[C:31]([C:30]#[C:29][C@@H:27]3[CH2:28][C@H:26]3[CH2:25][OH:24])[CH:32]=2)[CH:37]=1)=[O:42])[C:9]([O:8][CH3:7])=[O:23])=[O:16])([CH3:21])([CH3:20])[CH3:19]. Given the reactants C(O)(=O)C(O)=O.[CH3:7][O:8][C:9](=[O:23])[C@@H:10]([NH2:22])[C:11]([NH:14][C:15]([O:17][C:18]([CH3:21])([CH3:20])[CH3:19])=[O:16])([CH3:13])[CH3:12].[OH:24][CH2:25][C@@H:26]1[CH2:28][C@H:27]1[C:29]#[C:30][C:31]1[CH:32]=[C:33]2[C:38](=[CH:39][CH:40]=1)[CH:37]=[C:36]([C:41](O)=[O:42])[CH:35]=[CH:34]2.C(N(CC)CC)C.CN(C(ON1N=NC2C=CC=NC1=2)=[N+](C)C)C.F[P-](F)(F)(F)(F)F, predict the reaction product. (4) Given the reactants C(C1N=C2N(C3C=CC=CC=3)N=CC2=C(N)N=1)C.[CH2:19]([C:21]1[N:26]=[C:25]2[NH:27][N:28]=[CH:29][C:24]2=[C:23]([NH2:30])[N:22]=1)[CH3:20].[F:31][C:32]1[CH:37]=[C:36]([F:38])[CH:35]=[CH:34][C:33]=1I, predict the reaction product. The product is: [F:31][C:32]1[CH:37]=[C:36]([F:38])[CH:35]=[CH:34][C:33]=1[N:27]1[C:25]2=[N:26][C:21]([CH2:19][CH3:20])=[N:22][C:23]([NH2:30])=[C:24]2[CH:29]=[N:28]1. (5) Given the reactants [CH3:1][O:2][C:3]1[C:14]([N+:15]([O-:17])=[O:16])=[CH:13][C:6]2[NH:7]C(=O)[O:9][C:10](=O)[C:5]=2[CH:4]=1.C([O-])(=O)C.[NH4+:22].C(=O)(O)[O-].[Na+], predict the reaction product. The product is: [NH2:7][C:6]1[CH:13]=[C:14]([N+:15]([O-:17])=[O:16])[C:3]([O:2][CH3:1])=[CH:4][C:5]=1[C:10]([NH2:22])=[O:9]. (6) The product is: [F:1][C:2]1[CH:7]=[C:6]([C:8]2[CH:9]=[C:10]3[C:16]([C:17]4[CH:21]=[CH:20][N:19]([CH2:22][CH2:23][C:24]5[CH:29]=[CH:28][CH:27]=[CH:26][CH:25]=5)[N:18]=4)=[CH:15][N:14]([S:30]([C:33]4[CH:39]=[CH:38][C:36]([CH3:37])=[CH:35][CH:34]=4)(=[O:31])=[O:32])[C:11]3=[N:12][CH:13]=2)[CH:5]=[CH:4][C:3]=1[CH:40]1[CH2:45][CH2:44][N:43]([C:46]([O:48][C:49]([CH3:52])([CH3:51])[CH3:50])=[O:47])[CH2:42][CH2:41]1. Given the reactants [F:1][C:2]1[CH:7]=[C:6]([C:8]2[CH:9]=[C:10]3[C:16]([C:17]4[CH:21]=[CH:20][N:19]([CH2:22][CH2:23][C:24]5[CH:29]=[CH:28][CH:27]=[CH:26][CH:25]=5)[N:18]=4)=[CH:15][N:14]([S:30]([C:33]4[CH:39]=[CH:38][C:36]([CH3:37])=[CH:35][CH:34]=4)(=[O:32])=[O:31])[C:11]3=[N:12][CH:13]=2)[CH:5]=[CH:4][C:3]=1[C:40]1[CH2:45][CH2:44][N:43]([C:46]([O:48][C:49]([CH3:52])([CH3:51])[CH3:50])=[O:47])[CH2:42][CH:41]=1, predict the reaction product. (7) Given the reactants [N+:1]([C:4]1[CH:11]=[CH:10][CH:9]=[CH:8][C:5]=1[CH:6]=O)([O-:3])=[O:2].[NH2:12][C:13]1[CH:17]=[CH:16][NH:15][N:14]=1.[C:18]([CH2:23][C:24]([O:26][CH2:27][CH3:28])=[O:25])(=O)[CH:19]([CH3:21])[CH3:20], predict the reaction product. The product is: [N+:1]([C:4]1[CH:11]=[CH:10][CH:9]=[CH:8][C:5]=1[CH:6]1[C:23]([C:24]([O:26][CH2:27][CH3:28])=[O:25])=[C:18]([CH:19]([CH3:21])[CH3:20])[NH:12][C:13]2=[N:14][NH:15][CH:16]=[C:17]12)([O-:3])=[O:2]. (8) Given the reactants [C:1]([C:5]1[N:6]=[C:7]([N:23]2[CH2:28]COC[CH2:24]2)[C:8]2[N:13]=[N:12][N:11]([CH2:14][C:15]3[CH:20]=[CH:19][C:18]([O:21][CH3:22])=[CH:17][CH:16]=3)[C:9]=2[N:10]=1)([CH3:4])([CH3:3])[CH3:2].C(C1N=C(Cl)C2N=NN(CC3C=[CH:47][C:46]([O:49][CH3:50])=CC=3)C=2N=1)(C)(C)C.C(O)(=O)C(O)=O.C1C2(CNC2)CO1, predict the reaction product. The product is: [C:1]([C:5]1[N:6]=[C:7]([N:23]2[CH2:24][C:47]3([CH2:46][O:49][CH2:50]3)[CH2:28]2)[C:8]2[N:13]=[N:12][N:11]([CH2:14][C:15]3[CH:20]=[CH:19][C:18]([O:21][CH3:22])=[CH:17][CH:16]=3)[C:9]=2[N:10]=1)([CH3:3])([CH3:4])[CH3:2]. (9) Given the reactants [OH:1][CH2:2][C:3]1[CH:12]=[C:11]2[C:6]([CH:7]=[CH:8][C:9]([C:13]([O:15][CH3:16])=[O:14])=[CH:10]2)=[CH:5][CH:4]=1, predict the reaction product. The product is: [CH:2]([C:3]1[CH:12]=[C:11]2[C:6]([CH:7]=[CH:8][C:9]([C:13]([O:15][CH3:16])=[O:14])=[CH:10]2)=[CH:5][CH:4]=1)=[O:1].